This data is from PAMPA (Parallel Artificial Membrane Permeability Assay) permeability data from NCATS. The task is: Regression/Classification. Given a drug SMILES string, predict its absorption, distribution, metabolism, or excretion properties. Task type varies by dataset: regression for continuous measurements (e.g., permeability, clearance, half-life) or binary classification for categorical outcomes (e.g., BBB penetration, CYP inhibition). Dataset: pampa_ncats. (1) The molecule is CC1=CC=C(C=C1)S(=O)(=O)NC2=C(C=CN=C2)C(=O)NC3=NC(=CS3)C4=CC5=C(CCCC5)C=C4. The result is 1 (high permeability). (2) The molecule is CC1=C(C=C(C=C1)CC(=O)NC2=NC(=C(S2)C)C3=CC4=C(C=C3)N(CC4)C(=O)C5=CC=CC=C5C)C. The result is 1 (high permeability). (3) The compound is CC1=C(C2=C(O1)C=CC(=C2)N(C(=O)OC3=CC=CC=C3)S(=O)(=O)C4=CC=CC=C4)C(=O)C. The result is 1 (high permeability). (4) The molecule is CC1=C(C(=NO1)C)C(=O)N2CCC3(CCCN(C3)CC4=CC=CC=C4)CC2. The result is 1 (high permeability). (5) The compound is CC1=CC2=C(C=C1)C(=CO2)CC(=O)NC3=C(C4=C(S3)CCC4)C(=O)OC. The result is 1 (high permeability).